From a dataset of Peptide-MHC class I binding affinity with 185,985 pairs from IEDB/IMGT. Regression. Given a peptide amino acid sequence and an MHC pseudo amino acid sequence, predict their binding affinity value. This is MHC class I binding data. (1) The peptide sequence is LMYPTTLLK. The MHC is HLA-A11:01 with pseudo-sequence HLA-A11:01. The binding affinity (normalized) is 0.908. (2) The peptide sequence is MVDVSMMSM. The MHC is HLA-A02:03 with pseudo-sequence HLA-A02:03. The binding affinity (normalized) is 0.348. (3) The peptide sequence is ETLLPLTQY. The MHC is HLA-A23:01 with pseudo-sequence HLA-A23:01. The binding affinity (normalized) is 0. (4) The peptide sequence is HVCNATDFWR. The MHC is HLA-A11:01 with pseudo-sequence HLA-A11:01. The binding affinity (normalized) is 0.435. (5) The peptide sequence is AAFQSSMTK. The MHC is HLA-A68:01 with pseudo-sequence HLA-A68:01. The binding affinity (normalized) is 0.633. (6) The binding affinity (normalized) is 0.0216. The peptide sequence is CTCVNGSCF. The MHC is Mamu-A01 with pseudo-sequence Mamu-A01. (7) The peptide sequence is ITMIPHYYYY. The MHC is HLA-A01:01 with pseudo-sequence HLA-A01:01. The binding affinity (normalized) is 0.811. (8) The peptide sequence is WLKEKHEEL. The MHC is HLA-A02:12 with pseudo-sequence HLA-A02:12. The binding affinity (normalized) is 0.599. (9) The binding affinity (normalized) is 0.463. The peptide sequence is YAQMWTLMYF. The MHC is HLA-B53:01 with pseudo-sequence HLA-B53:01.